This data is from Full USPTO retrosynthesis dataset with 1.9M reactions from patents (1976-2016). The task is: Predict the reactants needed to synthesize the given product. (1) Given the product [CH3:1][C:2]1([CH3:9])[CH2:7][CH2:6][CH:5]([C:12]([O:13][CH3:14])=[O:15])[C:4](=[O:8])[CH2:3]1, predict the reactants needed to synthesize it. The reactants are: [CH3:1][C:2]1([CH3:9])[CH2:7][CH2:6][CH2:5][C:4](=[O:8])[CH2:3]1.[H-].[Na+].[C:12](=O)([O:15]C)[O:13][CH3:14]. (2) Given the product [CH:17]1([CH2:16][C:15]([N:11]2[CH2:12][CH2:13][CH2:14][NH:8][CH2:9][CH2:10]2)=[O:22])[CH2:21][CH2:20][CH2:19][CH2:18]1, predict the reactants needed to synthesize it. The reactants are: C(OC([N:8]1[CH2:14][CH2:13][CH2:12][N:11]([C:15](=[O:22])[CH2:16][CH:17]2[CH2:21][CH2:20][CH2:19][CH2:18]2)[CH2:10][CH2:9]1)=O)(C)(C)C.Cl. (3) Given the product [CH2:8]([O:10][C:11](=[O:19])[CH2:12][O:13][CH2:14][CH2:15][CH2:16][CH2:17][NH:7][S:4]([CH3:3])(=[O:6])=[O:5])[CH3:9], predict the reactants needed to synthesize it. The reactants are: [H-].[Na+].[CH3:3][S:4]([NH2:7])(=[O:6])=[O:5].[CH2:8]([O:10][C:11](=[O:19])[CH2:12][O:13][CH2:14][CH2:15][CH2:16][CH2:17]Br)[CH3:9].Cl. (4) The reactants are: [C:1]([O:4][CH:5]1[C@H:10]([CH3:11])[CH2:9][CH2:8][C@@H:7]([C:12]([OH:14])=O)[CH2:6]1)(=[O:3])[CH3:2].C(Cl)(=O)C([Cl:18])=O. Given the product [C:1]([O:4][CH:5]1[CH2:6][C@H:7]([C:12]([Cl:18])=[O:14])[CH2:8][CH2:9][C@H:10]1[CH3:11])(=[O:3])[CH3:2], predict the reactants needed to synthesize it.